Dataset: Full USPTO retrosynthesis dataset with 1.9M reactions from patents (1976-2016). Task: Predict the reactants needed to synthesize the given product. (1) Given the product [CH3:38][N:37]([CH3:39])[S:34]([C:31]1[CH:30]=[CH:29][C:28]([B:18]2[O:19][C:20]([CH3:25])([CH3:26])[C:21]([CH3:23])([CH3:24])[O:22]2)=[CH:33][CH:32]=1)(=[O:35])=[O:36], predict the reactants needed to synthesize it. The reactants are: CC([O-])=O.[K+].C(Cl)Cl.[B:18]1([B:18]2[O:22][C:21]([CH3:24])([CH3:23])[C:20]([CH3:26])([CH3:25])[O:19]2)[O:22][C:21]([CH3:24])([CH3:23])[C:20]([CH3:26])([CH3:25])[O:19]1.I[C:28]1[CH:33]=[CH:32][C:31]([S:34]([N:37]([CH3:39])[CH3:38])(=[O:36])=[O:35])=[CH:30][CH:29]=1. (2) Given the product [CH2:30]([N:5]([CH:6]([CH3:17])[CH2:7][C:8]1[CH:13]=[C:12]([O:14][CH3:15])[CH:11]=[CH:10][C:9]=1[I:16])[C:3](=[O:4])[C:2]([F:1])([F:18])[F:19])[CH:29]=[CH2:28], predict the reactants needed to synthesize it. The reactants are: [F:1][C:2]([F:19])([F:18])[C:3]([NH:5][CH:6]([CH3:17])[CH2:7][C:8]1[CH:13]=[C:12]([O:14][CH3:15])[CH:11]=[CH:10][C:9]=1[I:16])=[O:4].C([O-])([O-])=O.[K+].[K+].[OH-].[K+].[CH2:28](Br)[CH:29]=[CH2:30].Cl. (3) Given the product [CH3:12][S:13]([C:16]1[CH:17]=[CH:18][C:19]([N:22]2[C:3]([OH:5])=[C:2]([CH3:1])[C:8]([CH3:9])=[N:23]2)=[CH:20][CH:21]=1)(=[O:15])=[O:14], predict the reactants needed to synthesize it. The reactants are: [CH3:1][CH:2]([C:8](=O)[CH3:9])[C:3]([O:5]CC)=O.Cl.[CH3:12][S:13]([C:16]1[CH:21]=[CH:20][C:19]([NH:22][NH2:23])=[CH:18][CH:17]=1)(=[O:15])=[O:14].C(N(CC)CC)C. (4) Given the product [CH2:57]([NH:64][S:65]([CH:68]1[CH2:9][CH2:10][N:11]([C:14]2[N:19]=[CH:18][C:17]([NH:20][C:21]([C:23]3[O:27][C:26]([C:28]4[CH:29]=[CH:30][CH:31]=[CH:32][CH:33]=4)=[N:25][C:24]=3[C:34]([F:36])([F:37])[F:35])=[O:22])=[CH:16][CH:15]=2)[CH2:12][CH2:13]1)(=[O:67])=[O:66])[C:58]1[CH:63]=[CH:62][CH:61]=[CH:60][CH:59]=1, predict the reactants needed to synthesize it. The reactants are: C(N1[CH2:13][CH2:12][N:11]([C:14]2[N:19]=[CH:18][C:17]([NH:20][C:21]([C:23]3[O:27][C:26]([C:28]4[CH:33]=[CH:32][CH:31]=[CH:30][CH:29]=4)=[N:25][C:24]=3[C:34]([F:37])([F:36])[F:35])=[O:22])=[CH:16][CH:15]=2)[CH2:10][C:9]1=O)C1C=CC=CC=1.C1(C2OC(C(O)=O)=C(C(F)(F)F)N=2)C=CC=CC=1.[CH2:57]([NH:64][S:65]([CH:68]1CCN(C2N=CC(N)=CC=2)CC1)(=[O:67])=[O:66])[C:58]1[CH:63]=[CH:62][CH:61]=[CH:60][CH:59]=1.